This data is from Forward reaction prediction with 1.9M reactions from USPTO patents (1976-2016). The task is: Predict the product of the given reaction. (1) Given the reactants NC1(C2C=CC(C3C(=O)C4C(=CC=C(F)C=4)OC=3C3C=CC=CC=3)=CC=2)CCC1.C(OC(=O)[NH:36][C:37]1([C:41]2[CH:46]=[CH:45][C:44]([C:47]3[C:56](=[O:57])[C:55]4[C:50](=[CH:51][C:52]([O:60][CH3:61])=[C:53]([C:58]#[N:59])[CH:54]=4)[O:49][C:48]=3[C:62]3[CH:67]=[CH:66][CH:65]=[CH:64][CH:63]=3)=[CH:43][CH:42]=2)[CH2:40][CH2:39][CH2:38]1)(C)(C)C, predict the reaction product. The product is: [NH2:36][C:37]1([C:41]2[CH:42]=[CH:43][C:44]([C:47]3[C:56](=[O:57])[C:55]4[C:50](=[CH:51][C:52]([O:60][CH3:61])=[C:53]([C:58]#[N:59])[CH:54]=4)[O:49][C:48]=3[C:62]3[CH:63]=[CH:64][CH:65]=[CH:66][CH:67]=3)=[CH:45][CH:46]=2)[CH2:38][CH2:39][CH2:40]1. (2) Given the reactants [C:1]([CH:3]([CH:7]1[C:11]([Cl:12])=[C:10](Cl)C(=O)O1)[C:4]([NH2:6])=[O:5])#[N:2].Cl.[NH2:16][CH2:17][C:18]1[CH:23]=[C:22]([Cl:24])[CH:21]=[CH:20][C:19]=1[NH:25][C:26](=[O:29])[O:27]C.[C:30](=O)([O-])[O-].[K+].[K+].[OH-].[Na+], predict the reaction product. The product is: [ClH:12].[CH3:30][N:25]([C:19]1[CH:20]=[CH:21][C:22]([Cl:24])=[CH:23][C:18]=1[CH2:17][N:16]1[CH:10]=[C:11]([Cl:12])[CH:7]=[C:3]([C:4](=[O:5])[NH2:6])[C:1]1=[NH:2])[C:26](=[O:29])[OH:27]. (3) Given the reactants Cl[C:2]1[CH:7]=[C:6]([N:8]2[CH2:12][CH2:11][CH2:10][CH2:9]2)[N:5]=[C:4](/[CH:13]=[CH:14]/[C:15]2[N:24]=[C:23]([N:25]([CH3:27])[CH3:26])[C:22]3[C:17](=[CH:18][CH:19]=[CH:20][CH:21]=3)[N:16]=2)[N:3]=1.[CH:28]1([CH2:31][OH:32])[CH2:30][CH2:29]1.[H-].[Na+], predict the reaction product. The product is: [CH:28]1([CH2:31][O:32][C:2]2[CH:7]=[C:6]([N:8]3[CH2:12][CH2:11][CH2:10][CH2:9]3)[N:5]=[C:4](/[CH:13]=[CH:14]/[C:15]3[N:24]=[C:23]([N:25]([CH3:27])[CH3:26])[C:22]4[C:17](=[CH:18][CH:19]=[CH:20][CH:21]=4)[N:16]=3)[N:3]=2)[CH2:30][CH2:29]1. (4) Given the reactants [CH2:1]([N:8]1[CH2:13][CH2:12][C:11]([NH:18][C:19]2[CH:24]=[CH:23][CH:22]=[CH:21][CH:20]=2)([C:14](OC)=[O:15])[CH2:10][CH2:9]1)[C:2]1[CH:7]=[CH:6][CH:5]=[CH:4][CH:3]=1.[H-].[Al+3].[Li+].[H-].[H-].[H-], predict the reaction product. The product is: [CH2:1]([N:8]1[CH2:9][CH2:10][C:11]([CH2:14][OH:15])([NH:18][C:19]2[CH:20]=[CH:21][CH:22]=[CH:23][CH:24]=2)[CH2:12][CH2:13]1)[C:2]1[CH:3]=[CH:4][CH:5]=[CH:6][CH:7]=1. (5) Given the reactants [CH2:1]([N:5]1[C:10]2=[N:11][C:12](=[O:17])[N:13]([CH3:16])[C:14](=[O:15])[C:9]2=[N:8][C:7]([C:18]2[CH:23]=[CH:22][CH:21]=[C:20](OC3C=CC=CC=3)[CH:19]=2)=[N:6]1)[CH2:2][CH2:3][CH3:4].C(=O)C1C=CC=CC=1, predict the reaction product. The product is: [CH2:1]([N:5]1[C:10]2=[N:11][C:12](=[O:17])[N:13]([CH3:16])[C:14](=[O:15])[C:9]2=[N:8][C:7]([C:18]2[CH:19]=[CH:20][CH:21]=[CH:22][CH:23]=2)=[N:6]1)[CH2:2][CH2:3][CH3:4]. (6) Given the reactants [Cl:1][C:2]1[C:3]([C:10]([OH:12])=[O:11])=[N:4][C:5](Cl)=[C:6]([Cl:8])[CH:7]=1.[CH3:13][O:14][Na], predict the reaction product. The product is: [Cl:1][C:2]1[C:3]([C:10]([OH:12])=[O:11])=[N:4][C:5]([O:14][CH3:13])=[C:6]([Cl:8])[CH:7]=1. (7) Given the reactants [C:1]([N:5]1[C:9]([CH2:10][CH2:11][CH3:12])=[CH:8][C:7]([CH2:13][CH2:14][CH:15]=O)=[N:6]1)([CH3:4])([CH3:3])[CH3:2].[Cl:17][C:18]1[CH:19]=[C:20]([N:25]2[CH2:30][CH2:29][NH:28][CH2:27][CH2:26]2)[CH:21]=[CH:22][C:23]=1[Cl:24].CCN(C(C)C)C(C)C.[BH-](OC(C)=O)(OC(C)=O)OC(C)=O.[Na+], predict the reaction product. The product is: [C:1]([N:5]1[C:9]([CH2:10][CH2:11][CH3:12])=[CH:8][C:7]([CH2:13][CH2:14][CH2:15][N:28]2[CH2:27][CH2:26][N:25]([C:20]3[CH:21]=[CH:22][C:23]([Cl:24])=[C:18]([Cl:17])[CH:19]=3)[CH2:30][CH2:29]2)=[N:6]1)([CH3:4])([CH3:3])[CH3:2].